From a dataset of Peptide-MHC class II binding affinity with 134,281 pairs from IEDB. Regression. Given a peptide amino acid sequence and an MHC pseudo amino acid sequence, predict their binding affinity value. This is MHC class II binding data. The peptide sequence is AAAQAGTTVYGAFAA. The MHC is HLA-DPA10103-DPB10401 with pseudo-sequence HLA-DPA10103-DPB10401. The binding affinity (normalized) is 0.169.